Dataset: Forward reaction prediction with 1.9M reactions from USPTO patents (1976-2016). Task: Predict the product of the given reaction. (1) Given the reactants [CH2:1]([O:8][C:9]1[CH:18]=[C:17]2[C:12]([C:13](Cl)=[CH:14][CH:15]=[N:16]2)=[CH:11][C:10]=1[C:20]#[N:21])[C:2]1[CH:7]=[CH:6][CH:5]=[CH:4][CH:3]=1.[N+:22]([C:25]1[CH:30]=[CH:29][C:28]([OH:31])=[CH:27][CH:26]=1)([O-:24])=[O:23].N1C(C)=CC=CC=1C.O.C(=O)(O)O, predict the reaction product. The product is: [CH2:1]([O:8][C:9]1[CH:18]=[C:17]2[C:12]([C:13]([O:31][C:28]3[CH:29]=[CH:30][C:25]([N+:22]([O-:24])=[O:23])=[CH:26][CH:27]=3)=[CH:14][CH:15]=[N:16]2)=[CH:11][C:10]=1[C:20]#[N:21])[C:2]1[CH:7]=[CH:6][CH:5]=[CH:4][CH:3]=1. (2) The product is: [CH2:6]([O:5][P:4]([C:9]1[CH:10]=[CH:11][C:12]([NH2:15])=[CH:13][CH:14]=1)(=[O:8])[O:3][CH2:1][CH3:2])[CH3:7]. Given the reactants [CH2:1]([O:3][P:4]([C:9]1[CH:14]=[CH:13][C:12]([N+:15]([O-])=O)=[CH:11][CH:10]=1)(=[O:8])[O:5][CH2:6][CH3:7])[CH3:2].[H][H], predict the reaction product.